This data is from Full USPTO retrosynthesis dataset with 1.9M reactions from patents (1976-2016). The task is: Predict the reactants needed to synthesize the given product. (1) Given the product [OH:18][CH:19]1[CH2:20][N:21]([C:23]2[S:24][CH:25]=[C:26]([CH2:28][NH:29][C:30]([O:32][CH3:33])=[O:31])[N:27]=2)[CH2:22]1, predict the reactants needed to synthesize it. The reactants are: [Si]([O:18][CH:19]1[CH2:22][N:21]([C:23]2[S:24][CH:25]=[C:26]([CH2:28][NH:29][C:30]([O:32][CH3:33])=[O:31])[N:27]=2)[CH2:20]1)(C(C)(C)C)(C1C=CC=CC=1)C1C=CC=CC=1.C(O)(=O)C.[F-].C([N+](CCCC)(CCCC)CCCC)CCC. (2) Given the product [CH3:1][O:2][C:3](=[O:135])[C@@H:4]([NH:72][C:73](=[O:134])[CH2:74][O:75][CH2:76][CH2:77][O:78][CH2:79][CH2:80][O:81][CH2:82][CH2:83][NH:84][C:85](=[O:133])[C@@H:86]([NH:112][C:113](=[O:132])[CH2:114][O:115][CH2:116][CH2:117][O:118][CH2:119][CH2:120][O:121][CH2:122][CH2:123][NH2:124])[CH2:87][CH2:88][CH2:89][CH2:90][NH:91][C:92](=[O:111])[CH2:93][O:94][CH2:95][CH2:96][O:97][CH2:98][CH2:99][O:100][CH2:101][CH2:102][NH2:103])[CH2:5][CH2:6][CH2:7][CH2:8][NH:9][C:10](=[O:71])[CH2:11][O:12][CH2:13][CH2:14][O:15][CH2:16][CH2:17][O:18][CH2:19][CH2:20][NH:21][C:22](=[O:70])[C@@H:23]([NH:49][C:50](=[O:69])[CH2:51][O:52][CH2:53][CH2:54][O:55][CH2:56][CH2:57][O:58][CH2:59][CH2:60][NH2:61])[CH2:24][CH2:25][CH2:26][CH2:27][NH:28][C:29](=[O:48])[CH2:30][O:31][CH2:32][CH2:33][O:34][CH2:35][CH2:36][O:37][CH2:38][CH2:39][NH2:40], predict the reactants needed to synthesize it. The reactants are: [CH3:1][O:2][C:3](=[O:135])[C@@H:4]([NH:72][C:73](=[O:134])[CH2:74][O:75][CH2:76][CH2:77][O:78][CH2:79][CH2:80][O:81][CH2:82][CH2:83][NH:84][C:85](=[O:133])[C@@H:86]([NH:112][C:113](=[O:132])[CH2:114][O:115][CH2:116][CH2:117][O:118][CH2:119][CH2:120][O:121][CH2:122][CH2:123][NH:124]C(OC(C)(C)C)=O)[CH2:87][CH2:88][CH2:89][CH2:90][NH:91][C:92](=[O:111])[CH2:93][O:94][CH2:95][CH2:96][O:97][CH2:98][CH2:99][O:100][CH2:101][CH2:102][NH:103]C(OC(C)(C)C)=O)[CH2:5][CH2:6][CH2:7][CH2:8][NH:9][C:10](=[O:71])[CH2:11][O:12][CH2:13][CH2:14][O:15][CH2:16][CH2:17][O:18][CH2:19][CH2:20][NH:21][C:22](=[O:70])[C@@H:23]([NH:49][C:50](=[O:69])[CH2:51][O:52][CH2:53][CH2:54][O:55][CH2:56][CH2:57][O:58][CH2:59][CH2:60][NH:61]C(OC(C)(C)C)=O)[CH2:24][CH2:25][CH2:26][CH2:27][NH:28][C:29](=[O:48])[CH2:30][O:31][CH2:32][CH2:33][O:34][CH2:35][CH2:36][O:37][CH2:38][CH2:39][NH:40]C(OC(C)(C)C)=O.FC(F)(F)C(O)=O.